This data is from Retrosynthesis with 50K atom-mapped reactions and 10 reaction types from USPTO. The task is: Predict the reactants needed to synthesize the given product. (1) Given the product COCCOc1cc([N+](=O)[O-])ccc1N1CCN(C)CC1, predict the reactants needed to synthesize it. The reactants are: CN1CCNCC1.COCCOc1cc([N+](=O)[O-])ccc1Cl. (2) Given the product Cc1oc(-c2ccccc2)nc1COc1ccc2c(c1)CCC(C=C1SC(=O)NC1=O)=C2, predict the reactants needed to synthesize it. The reactants are: Cc1oc(-c2ccccc2)nc1COc1ccc2c(c1)CCC(C=O)=C2.O=C1CSC(=O)N1. (3) The reactants are: CC(C)(C(=O)O)c1ccc(OCc2ccccc2)cc1.CCO. Given the product CCOC(=O)C(C)(C)c1ccc(OCc2ccccc2)cc1, predict the reactants needed to synthesize it. (4) The reactants are: CC(C)(C)CCN1C(=O)[C@H](CC(=O)O)SC1c1cc(F)cc(F)c1N1CCN(C(C)(C)C)CC1.O=C1Nc2ccccc2CCN1C1CCNCC1. Given the product CC(C)(C)CCN1C(=O)[C@H](CC(=O)N2CCC(N3CCc4ccccc4NC3=O)CC2)SC1c1cc(F)cc(F)c1N1CCN(C(C)(C)C)CC1, predict the reactants needed to synthesize it. (5) The reactants are: CSCc1cccc2c(C3(C4CC4)CCc4cc(F)ccc43)c[nH]c12.O=C(OO)c1cccc(Cl)c1. Given the product CS(=O)Cc1cccc2c(C3(C4CC4)CCc4cc(F)ccc43)c[nH]c12, predict the reactants needed to synthesize it. (6) Given the product CC(C)(C)C(=O)NC1=NN(C(=O)C(C)(C)C)C(CNS(=O)(=O)CCCN=[N+]=[N-])(c2ccccc2)S1, predict the reactants needed to synthesize it. The reactants are: CC(C)(C)C(=O)NC1=NN(C(=O)C(C)(C)C)C(CNS(=O)(=O)CCCCl)(c2ccccc2)S1.[N-]=[N+]=[N-].